Dataset: Experimentally validated miRNA-target interactions with 360,000+ pairs, plus equal number of negative samples. Task: Binary Classification. Given a miRNA mature sequence and a target amino acid sequence, predict their likelihood of interaction. (1) The miRNA is hsa-miR-6761-5p with sequence UCUGAGAGAGCUCGAUGGCAG. The protein sequence of the target gene is MGMDLTCPFGISPACGAQASWSIFGADAAEVPGTRGHSQQEAAMPHIPEDEEPPGEPQAAQSPAGQGPPAAGVSCSPTPTIVLTGDATSPEGETDKNLANRVHSPHKRLSHRHLKVSTASLTSVDPAGHIIDLVNDQLPDISISEEDKKKNLALLEEAKLVSERFLTRRGRKSRSSPGDSPSAVSPNLSPSASPTSSRSNSLTVPTPPGLDVCSGPPSPLPGAPPQQKGDEADVSSPHPGEPNVPKGLADRKQNDQRKVSQGRLAPRPPPVEKSKEIAIEQKENFDPLQYPETTPKGLAP.... Result: 1 (interaction). (2) The miRNA is hsa-miR-370-5p with sequence CAGGUCACGUCUCUGCAGUUAC. The protein sequence of the target gene is MHGSCSPWVMLPPPLLLLLLLIATGPTTALTEDEKQTMVDLHNQYRAQVSPPASDMLQMRWDDELAAFAKAYAQKCVWGHNKERGRRGENLFAITDEGMDVPLAVGNWHEEHEYYNFSTATCDPNQMCGHYTQVVWSKTERIGCGSHFCETLQGVEEANIHLLVCNYEPPGNVKGRKPYQEGTPCSQCPLGYSCENSLCEPMRNPEKAQDSPPRVTEVPSTRATEAPSSRETGTPSLATSETLHFSVTKVSDSLATESSPAVETKAPSSLATEGPSSMATEAQAFVTEVPLVSARHMQPS.... Result: 0 (no interaction). (3) The miRNA is hsa-miR-643 with sequence ACUUGUAUGCUAGCUCAGGUAG. The protein sequence of the target gene is MQPPRERLVVTGRAGWMGMGRGAGRSALGFWPTLAFLLCSFPAATSPCKILKCNSEFWSATSGSHAPASDDTPEFCAALRSYALCTRRTARTCRGDLAYHSAVHGIEDLMSQHNCSKDGPTSQPRLRTLPPAGDSQERSDSPEICHYEKSFHKHSATPNYTHCGLFGDPHLRTFTDRFQTCKVQGAWPLIDNNYLNVQVTNTPVLPGSAATATSKLTIIFKNFQECVDQKVYQAEMDELPAAFVDGSKNGGDKHGANSLKITEKVSGQHVEIQAKYIGTTIVVRQVGRYLTFAVRMPEEV.... Result: 0 (no interaction). (4) The miRNA is hsa-miR-519c-3p with sequence AAAGUGCAUCUUUUUAGAGGAU. The protein sequence of the target gene is MNSQQQKQPCTPPPQPQQQQVKQPCQPPPQEPCIPKTKEPCHPKVPEPCHPKVPEPCQPKVPEPCQPKVPEPCPSTVTPAPAQQKTKQK. Result: 0 (no interaction). (5) The miRNA is mmu-let-7c-5p with sequence UGAGGUAGUAGGUUGUAUGGUU. Result: 0 (no interaction). The protein sequence of the target gene is MLNFGASLQQASEGKMELISEKPREGMHPWDKAEQSDFEAVEALMSMSCDWKSHFKKYLENRPVTPVSDTSEDDSLLPGTPDLQTVPAFCLTPPYSPSDFEPSQGSNLTASAPSTGHFKSFSDAAKPPGATPFKEEEKNPLAAPPLPKAQATSVIRHTADAQLCNHQSCPVKAASILNYQDNSFRRRTHGNVEATRKNIPCAAVSPNRSKPEPSTVSDGDEKAGAALYDFAVPSSETVICRSQPAPSSPVQKSVLVSSPTVSTGGVPPLPVICQMVPLPANNSLVSTVVPSTPPSQPPAV.... (6) The miRNA is hsa-miR-205-5p with sequence UCCUUCAUUCCACCGGAGUCUG. The protein sequence of the target gene is MLSALARPASAALRRSFSTSAQNNAKVAVLGASGGIGQPLSLLLKNSPLVSRLTLYDIAHTPGVAADLSHIETKAAVKGYLGPEQLPDCLKGCDVVVIPAGVPRKPGMTRDDLFNTNATIVATLTAACAQHCPEAMICVIANPVNSTIPITAEVFKKHGVYNPNKIFGVTTLDIVRANTFVAELKGLDPARVNVPVIGGHAGKTIIPLISQCTPKVDFPQDQLTALTGRIQEAGTEVVKAKAGAGSATLSMAYAGARFVFSLVDAMNGKEGVVECSFVKSQETECTYFSTPLLLGKKGIE.... Result: 1 (interaction). (7) The miRNA is hsa-miR-3123 with sequence CAGAGAAUUGUUUAAUC. The protein sequence of the target gene is MTATAEVETPKMEKSASKEEKQQPKQDSTEQGNADSEEWMSSESDPEQISLKSSDNSKSCQPRDGQLKKKEMHSKPHRQLCRSPCLDRPSFSQSSILQDGKLDLEKEYQAKMEFALKLGYAEEQIQSVLNKLGPESLINDVLAELVRLGNKGDSEGQINLSLLVPRGPSSREIASPELSLEDEIDNSDNLRPVVIDGSNVAMSHGNKEEFSCRGIQLAVDWFLDKGHKDITVFVPAWRKEQSRPDAPITDQDILRKLEKEKILVFTPSRRVQGRRVVCYDDRFIVKLAFDSDGIIVSNDN.... Result: 1 (interaction).